From a dataset of Reaction yield outcomes from USPTO patents with 853,638 reactions. Predict the reaction yield, written as a fraction of the theoretical maximum amount of product (1.0 means a 100% yield; for example, 0.34 means a 34% yield). (1) The reactants are [C:1]([NH:4][C:5]1[CH:10]=[CH:9][C:8]([N:11]2[CH2:20][CH2:19][C:18]3[C:13](=[CH:14][CH:15]=[C:16]([O:21][CH3:22])[CH:17]=3)[CH:12]2[CH2:23][C:24]2[CH:29]=[CH:28][C:27]([O:30]CC3C=CC=CC=3)=[CH:26][CH:25]=2)=[CH:7][CH:6]=1)(=[O:3])[CH3:2]. The catalyst is CCO.C1COCC1.[Pd]. The product is [C:1]([NH:4][C:5]1[CH:10]=[CH:9][C:8]([N:11]2[CH2:20][CH2:19][C:18]3[C:13](=[CH:14][CH:15]=[C:16]([O:21][CH3:22])[CH:17]=3)[CH:12]2[CH2:23][C:24]2[CH:25]=[CH:26][C:27]([OH:30])=[CH:28][CH:29]=2)=[CH:7][CH:6]=1)(=[O:3])[CH3:2]. The yield is 0.950. (2) The reactants are C[O:2][C:3](=[O:31])[CH:4]([NH:16][C:17]1[CH:22]=[CH:21][CH:20]=[CH:19][C:18]=1[C:23](=[O:30])[C:24]1[CH:29]=[CH:28][CH:27]=[CH:26][CH:25]=1)[CH2:5][C:6]1[CH:11]=[CH:10][C:9]([O:12][CH2:13][CH2:14]Br)=[CH:8][CH:7]=1.[CH:32]1[C:44]2[NH:43][C:42]3[C:37](=[CH:38][CH:39]=[CH:40][CH:41]=3)[C:36]=2[CH:35]=[CH:34][CH:33]=1.[OH-].[Na+]. The catalyst is C1C=CC=CC=1.[Br-].C([N+](CCCC)(CCCC)CCCC)CCC. The product is [C:23]([C:18]1[CH:19]=[CH:20][CH:21]=[CH:22][C:17]=1[NH:16][CH:4]([CH2:5][C:6]1[CH:11]=[CH:10][C:9]([O:12][CH2:13][CH2:14][C:41]2[C:42]3[NH:43][C:44]4[C:36](=[CH:35][CH:34]=[CH:33][CH:32]=4)[C:37]=3[CH:38]=[CH:39][CH:40]=2)=[CH:8][CH:7]=1)[C:3]([OH:2])=[O:31])(=[O:30])[C:24]1[CH:25]=[CH:26][CH:27]=[CH:28][CH:29]=1. The yield is 0.220. (3) The reactants are O=C1C2C(=CC=CC=2)C(=O)[N:3]1[CH2:12][CH2:13][N:14]1[CH2:19][CH2:18][N:17]([C:20]([O:22][C:23]([CH3:26])([CH3:25])[CH3:24])=[O:21])[CH2:16][CH2:15]1.O.NN. The catalyst is C(O)C. The product is [NH2:3][CH2:12][CH2:13][N:14]1[CH2:19][CH2:18][N:17]([C:20]([O:22][C:23]([CH3:26])([CH3:25])[CH3:24])=[O:21])[CH2:16][CH2:15]1. The yield is 0.720. (4) The reactants are Cl[C:2]1[C:3]([N+:9]([O-:11])=[O:10])=[C:4]([CH:6]=[CH:7][CH:8]=1)[NH2:5].[NH:12]1[CH2:17][CH2:16][CH2:15][CH2:14][CH2:13]1.C([O-])([O-])=O.[K+].[K+]. The catalyst is CN(C=O)C.C(OCC)(=O)C. The product is [N+:9]([C:3]1[C:2]([N:12]2[CH2:17][CH2:16][CH2:15][CH2:14][CH2:13]2)=[CH:8][CH:7]=[CH:6][C:4]=1[NH2:5])([O-:11])=[O:10]. The yield is 0.703. (5) The reactants are [NH:1]1[CH:5]=[C:4]([C:6]2[C:7]3[CH:14]=[CH:13][N:12]([CH2:15][O:16][CH2:17][CH2:18][Si:19]([CH3:22])([CH3:21])[CH3:20])[C:8]=3[N:9]=[CH:10][N:11]=2)[CH:3]=[N:2]1.[C:23](#[N:31])[CH:24]=[CH:25][CH2:26][CH2:27][CH2:28][CH2:29][CH3:30].N12CCCN=C1CCCCC2.C(#N)C. No catalyst specified. The product is [CH3:20][Si:19]([CH3:22])([CH3:21])[CH2:18][CH2:17][O:16][CH2:15][N:12]1[C:8]2[N:9]=[CH:10][N:11]=[C:6]([C:4]3[CH:5]=[N:1][N:2]([CH:25]([CH2:26][CH2:27][CH2:28][CH2:29][CH3:30])[CH2:24][C:23]#[N:31])[CH:3]=3)[C:7]=2[CH:14]=[CH:13]1. The yield is 0.899. (6) The reactants are Br[CH2:2][C:3]1[CH:12]=[C:11]2[C:6]([C:7]([C:15]3[CH:20]=[CH:19][C:18]([F:21])=[CH:17][CH:16]=3)=[CH:8][C:9]([C:13]#[N:14])=[N:10]2)=[CH:5][CH:4]=1.[NH:22]1[CH2:27][CH2:26][O:25][CH2:24][CH2:23]1.[OH-:28].[Na+].O. The catalyst is C(#N)C. The product is [F:21][C:18]1[CH:19]=[CH:20][C:15]([C:7]2[C:6]3[C:11](=[CH:12][C:3]([CH2:2][N:22]4[CH2:27][CH2:26][O:25][CH2:24][CH2:23]4)=[CH:4][CH:5]=3)[N:10]=[C:9]([C:13]([NH2:14])=[O:28])[CH:8]=2)=[CH:16][CH:17]=1. The yield is 0.800. (7) The reactants are Cl.[C:2]1([C:19]2[CH:24]=[CH:23][CH:22]=[CH:21][CH:20]=2)[CH:7]=[CH:6][C:5]([C:8]2[N:9]=[C:10]([CH:13]3[CH2:18][CH2:17][NH:16][CH2:15][CH2:14]3)[NH:11][CH:12]=2)=[CH:4][CH:3]=1.C(Cl)CCl.C(N(CC)CC)C.[CH2:36]([N:40]=[C:41]=[S:42])[CH2:37][CH2:38][CH3:39]. The catalyst is O. The product is [C:2]1([C:19]2[CH:20]=[CH:21][CH:22]=[CH:23][CH:24]=2)[CH:7]=[CH:6][C:5]([C:8]2[N:9]=[C:10]([CH:13]3[CH2:18][CH2:17][N:16]([C:41](=[S:42])[NH:40][CH2:36][CH2:37][CH2:38][CH3:39])[CH2:15][CH2:14]3)[NH:11][CH:12]=2)=[CH:4][CH:3]=1. The yield is 0.310.